From a dataset of Full USPTO retrosynthesis dataset with 1.9M reactions from patents (1976-2016). Predict the reactants needed to synthesize the given product. (1) Given the product [Cl:1][C:2]1[CH:3]=[CH:4][C:5]([NH:8][C:9](=[O:17])[C:10]2[CH:15]=[CH:14][CH:13]=[CH:12][C:11]=2[O:16][CH2:31][CH:28]2[CH2:29][CH2:30][N:25]([C:23]([O:22][C:18]([CH3:19])([CH3:21])[CH3:20])=[O:24])[CH2:26][CH2:27]2)=[N:6][CH:7]=1, predict the reactants needed to synthesize it. The reactants are: [Cl:1][C:2]1[CH:3]=[CH:4][C:5]([NH:8][C:9](=[O:17])[C:10]2[CH:15]=[CH:14][CH:13]=[CH:12][C:11]=2[OH:16])=[N:6][CH:7]=1.[C:18]([O:22][C:23]([N:25]1[CH2:30][CH2:29][CH:28]([CH2:31]O)[CH2:27][CH2:26]1)=[O:24])([CH3:21])([CH3:20])[CH3:19].C1(P(C2C=CC=CC=2)C2C=CC=CC=2)C=CC=CC=1.[N+](C(OCC)=O)(C(OCC)=O)=[N-]. (2) The reactants are: [N+:1]([C:4]1[CH:12]=[CH:11][C:10]([S:13][S:13][C:10]2[CH:11]=[CH:12][C:4]([N+:1]([O-:3])=[O:2])=[C:5]([CH:9]=2)[C:6]([OH:8])=[O:7])=[CH:9][C:5]=1[C:6]([OH:8])=[O:7])([O-:3])=[O:2].[BH4-].[Na+].Cl. Given the product [SH:13][C:10]1[CH:11]=[CH:12][C:4]([N+:1]([O-:3])=[O:2])=[C:5]([CH:9]=1)[C:6]([OH:8])=[O:7], predict the reactants needed to synthesize it. (3) Given the product [CH2:1]([N:8]([CH2:18][C:19]1[CH:24]=[CH:23][CH:22]=[CH:21][CH:20]=1)[C:9]1[C:10]([F:17])=[CH:11][C:12]([N:28]2[CH2:27][CH2:26][N:25]([C:31]([O:33][C:34]([CH3:37])([CH3:36])[CH3:35])=[O:32])[CH2:30][CH2:29]2)=[C:13]([CH3:15])[CH:14]=1)[C:2]1[CH:7]=[CH:6][CH:5]=[CH:4][CH:3]=1, predict the reactants needed to synthesize it. The reactants are: [CH2:1]([N:8]([CH2:18][C:19]1[CH:24]=[CH:23][CH:22]=[CH:21][CH:20]=1)[C:9]1[CH:14]=[C:13]([CH3:15])[C:12](Br)=[CH:11][C:10]=1[F:17])[C:2]1[CH:7]=[CH:6][CH:5]=[CH:4][CH:3]=1.[N:25]1([C:31]([O:33][C:34]([CH3:37])([CH3:36])[CH3:35])=[O:32])[CH2:30][CH2:29][NH:28][CH2:27][CH2:26]1.C1(P(C2C=CC=CC=2)C2C=CC3C(=CC=CC=3)C=2C2C3C(=CC=CC=3)C=CC=2P(C2C=CC=CC=2)C2C=CC=CC=2)C=CC=CC=1.C(=O)([O-])[O-].[Cs+].[Cs+]. (4) Given the product [Cl:1][C:2]1[CH:7]=[CH:6][N:5]=[C:4]2[CH:8]=[C:9]([CH3:12])[S:10][C:3]=12, predict the reactants needed to synthesize it. The reactants are: [Cl:1][C:2]1[CH:7]=[CH:6][N:5]=[C:4]2[CH:8]=[CH:9][S:10][C:3]=12.[Li][CH2:12]CCC.IC. (5) Given the product [O:26]1[CH2:27][CH2:28][N:23]([C:4]2[C:5]3[S:10][C:9]([CH:11]([N:13]4[CH2:18][CH2:17][N:16]([S:19]([CH3:22])(=[O:21])=[O:20])[CH2:15][CH2:14]4)[CH3:12])=[CH:8][C:6]=3[N:7]=[C:2]([C:33]3[CH:32]=[N:31][C:30]([NH2:29])=[N:35][CH:34]=3)[N:3]=2)[CH2:24][CH2:25]1, predict the reactants needed to synthesize it. The reactants are: Cl[C:2]1[N:3]=[C:4]([N:23]2[CH2:28][CH2:27][O:26][CH2:25][CH2:24]2)[C:5]2[S:10][C:9]([CH:11]([N:13]3[CH2:18][CH2:17][N:16]([S:19]([CH3:22])(=[O:21])=[O:20])[CH2:15][CH2:14]3)[CH3:12])=[CH:8][C:6]=2[N:7]=1.[NH2:29][C:30]1[N:35]=[CH:34][C:33](B2OC(C)(C)C(C)(C)O2)=[CH:32][N:31]=1.